Dataset: Full USPTO retrosynthesis dataset with 1.9M reactions from patents (1976-2016). Task: Predict the reactants needed to synthesize the given product. (1) Given the product [Br:12][C:13]1[CH:14]=[CH:15][C:16]([NH:23][C:9](=[O:10])[CH2:8][C:3]2[CH:4]=[CH:5][CH:6]=[CH:7][C:2]=2[Cl:1])=[C:17]([CH:22]=1)[C:18]([O:20][CH3:21])=[O:19], predict the reactants needed to synthesize it. The reactants are: [Cl:1][C:2]1[CH:7]=[CH:6][CH:5]=[CH:4][C:3]=1[CH2:8][C:9](Cl)=[O:10].[Br:12][C:13]1[CH:14]=[CH:15][C:16]([NH:23]C(=O)CC2C=CC=C(C(F)(F)F)C=2)=[C:17]([CH:22]=1)[C:18]([O:20][CH3:21])=[O:19]. (2) The reactants are: [CH2:1]([O:3][C:4]1[N:9]=[C:8]2[NH:10][C:11]([C:13]3[CH:14]=[CH:15][C:16]([N:19]4[CH2:24][CH2:23][CH:22]([O:25][C@H:26]5[CH2:31][CH2:30][C@H:29]([CH2:32][C:33]([O:35]C)=[O:34])[CH2:28][CH2:27]5)[CH2:21][CH2:20]4)=[N:17][CH:18]=3)=[N:12][C:7]2=[CH:6][CH:5]=1)[CH3:2].[OH-].[Li+]. Given the product [CH2:1]([O:3][C:4]1[N:9]=[C:8]2[NH:10][C:11]([C:13]3[CH:14]=[CH:15][C:16]([N:19]4[CH2:24][CH2:23][CH:22]([O:25][C@H:26]5[CH2:31][CH2:30][C@H:29]([CH2:32][C:33]([OH:35])=[O:34])[CH2:28][CH2:27]5)[CH2:21][CH2:20]4)=[N:17][CH:18]=3)=[N:12][C:7]2=[CH:6][CH:5]=1)[CH3:2], predict the reactants needed to synthesize it. (3) Given the product [CH3:18][C:16]([C:19]1[C:24]([NH:25][C:26]([C:28]2[C:37](=[O:38])[C:36]3[CH:35]=[CH:34][CH:33]=[CH:32][C:31]=3[NH:30][CH:29]=2)=[O:27])=[CH:23][C:22]([OH:39])=[C:21]([C:40]([CH3:43])([CH3:42])[CH3:41])[CH:20]=1)([CH3:15])[CH3:17].[CH3:1][N:2]([CH:3]=[O:4])[CH3:5], predict the reactants needed to synthesize it. The reactants are: [CH3:1][N:2]([CH3:5])[CH:3]=[O:4].C(N(C(C)C)CC)(C)C.[CH3:15][C:16]([C:19]1[C:24]([NH:25][C:26]([C:28]2[C:37](=[O:38])[C:36]3[CH:35]=[CH:34][CH:33]=[CH:32][C:31]=3[NH:30][CH:29]=2)=[O:27])=[CH:23][C:22]([OH:39])=[C:21]([C:40]([CH3:43])([CH3:42])[CH3:41])[CH:20]=1)([CH3:18])[CH3:17]. (4) Given the product [C:33]([C:18]1[C:13]2[O:12][CH2:11][C@H:10]([C:7]3[CH:6]=[CH:5][C:4]([CH:1]([CH3:2])[CH3:3])=[CH:9][CH:8]=3)[C:14]=2[C:15]([CH3:28])=[C:16]([NH:20][C:21](=[O:27])[CH2:22][C:23]([CH3:26])([CH3:25])[CH3:24])[C:17]=1[CH3:19])(=[O:35])[CH3:34], predict the reactants needed to synthesize it. The reactants are: [CH:1]([C:4]1[CH:9]=[CH:8][C:7]([C@@H:10]2[C:14]3[C:15]([CH3:28])=[C:16]([NH:20][C:21](=[O:27])[CH2:22][C:23]([CH3:26])([CH3:25])[CH3:24])[C:17]([CH3:19])=[CH:18][C:13]=3[O:12][CH2:11]2)=[CH:6][CH:5]=1)([CH3:3])[CH3:2].[Cl-].[Al+3].[Cl-].[Cl-].[C:33](Cl)(=[O:35])[CH3:34]. (5) Given the product [NH2:28][C:29]1[N:34]=[CH:33][C:32](/[CH:35]=[CH:36]/[C:37]([NH:1][CH2:2][CH:3]2[CH2:7][C:6]3[CH:8]=[C:9]([C:14]4[CH:15]=[CH:16][C:17]([C:20]([N:22]5[CH2:23][CH2:24][O:25][CH2:26][CH2:27]5)=[O:21])=[CH:18][CH:19]=4)[CH:10]=[C:11]([O:12][CH3:13])[C:5]=3[O:4]2)=[O:38])=[CH:31][CH:30]=1, predict the reactants needed to synthesize it. The reactants are: [NH2:1][CH2:2][CH:3]1[CH2:7][C:6]2[CH:8]=[C:9]([C:14]3[CH:19]=[CH:18][C:17]([C:20]([N:22]4[CH2:27][CH2:26][O:25][CH2:24][CH2:23]4)=[O:21])=[CH:16][CH:15]=3)[CH:10]=[C:11]([O:12][CH3:13])[C:5]=2[O:4]1.[NH2:28][C:29]1[N:34]=[CH:33][C:32](/[CH:35]=[CH:36]/[C:37](O)=[O:38])=[CH:31][CH:30]=1.CCN=C=NCCCN(C)C.C1C=CC2N(O)N=NC=2C=1.CCN(C(C)C)C(C)C. (6) Given the product [Cl:7][C:8]1[CH:9]=[CH:10][C:11]([C:14]([C:15](=[C:2]([CH3:1])[CH2:3][CH2:4][CH3:5])[C:16]#[N:17])=[O:18])=[CH:12][CH:13]=1, predict the reactants needed to synthesize it. The reactants are: [CH3:1][C:2](=O)[CH2:3][CH2:4][CH3:5].[Cl:7][C:8]1[CH:13]=[CH:12][C:11]([C:14](=[O:18])[CH2:15][C:16]#[N:17])=[CH:10][CH:9]=1.NCCC(O)=O.C(O)(=O)C. (7) Given the product [CH3:19]/[C:9](/[CH2:10][CH2:11][CH2:12][CH2:13][CH2:14][CH2:15][CH2:16][CH2:17][CH3:18])=[CH:8]\[CH2:7][CH2:3][C:2]#[CH:1], predict the reactants needed to synthesize it. The reactants are: [CH2:1]([Mg]Br)[C:2]#[CH:3].Br[CH2:7]/[CH:8]=[C:9](\[CH3:19])/[CH2:10][CH2:11][CH2:12][CH2:13][CH2:14][CH2:15][CH2:16][CH2:17][CH3:18].Cl. (8) Given the product [F:20][C:16]1[CH:15]=[C:14]([CH2:13][NH:12][C:10]([C:5]2[C:6]([OH:8])=[N:7][C:2]([N:22]3[CH2:27][CH2:26][O:25][CH2:24][CH2:23]3)=[CH:3][C:4]=2[CH3:21])=[O:11])[CH:19]=[CH:18][CH:17]=1, predict the reactants needed to synthesize it. The reactants are: Cl[C:2]1[N:7]=[C:6]([O:8]C)[C:5]([C:10]([NH:12][CH2:13][C:14]2[CH:19]=[CH:18][CH:17]=[C:16]([F:20])[CH:15]=2)=[O:11])=[C:4]([CH3:21])[CH:3]=1.[NH:22]1[CH2:27][CH2:26][O:25][CH2:24][CH2:23]1.[OH-].[Na+].